From a dataset of Forward reaction prediction with 1.9M reactions from USPTO patents (1976-2016). Predict the product of the given reaction. (1) Given the reactants [CH3:1][O:2][C:3]1[CH:31]=[CH:30][C:6]([CH2:7][NH:8][C:9]2[CH:14]=[C:13]([O:15][C:16]3[CH:25]=[C:24]4[C:19]([CH2:20][CH2:21][CH:22]([C:26]([OH:28])=[O:27])[CH2:23]4)=[CH:18][CH:17]=3)[CH:12]=[CH:11][N+:10]=2[O-])=[CH:5][CH:4]=1.C(O)(C)C, predict the reaction product. The product is: [CH3:1][O:2][C:3]1[CH:4]=[CH:5][C:6]([CH2:7][NH:8][C:9]2[CH:14]=[C:13]([O:15][C:16]3[CH:25]=[C:24]4[C:19]([CH2:20][CH2:21][CH:22]([C:26]([OH:28])=[O:27])[CH2:23]4)=[CH:18][CH:17]=3)[CH:12]=[CH:11][N:10]=2)=[CH:30][CH:31]=1. (2) The product is: [ClH:8].[Cl:18][C:19]1[CH:24]=[CH:23][C:22]([C@H:25]([NH2:28])[CH2:26][CH3:27])=[CH:21][C:20]=1[F:29]. Given the reactants O1C(C=O)=CN=C1.[Cl:8]C1C=CC(C=O)=CC=1F.[Cl:18][C:19]1[CH:24]=[CH:23][C:22]([C@H:25]([NH2:28])[CH2:26][CH3:27])=[CH:21][C:20]=1[F:29].ClC1C=CC(C(N)CC)=CC=1F, predict the reaction product. (3) Given the reactants [Cl:1][C:2]1[CH:3]=[CH:4][C:5]([F:29])=[C:6]([C:8]2[N:13]=[C:12]([NH:14][C:15]3[C:20]([C:21](O)=[O:22])=[CH:19][N:18]=[CH:17][CH:16]=3)[C:11]3[CH2:24][C:25]([CH3:28])([CH3:27])[CH2:26][C:10]=3[N:9]=2)[CH:7]=1.C(C1NC=CN=1)(C1[NH:33]C=CN=1)=O.N, predict the reaction product. The product is: [Cl:1][C:2]1[CH:3]=[CH:4][C:5]([F:29])=[C:6]([C:8]2[N:13]=[C:12]([NH:14][C:15]3[C:20]([C:21]([NH2:33])=[O:22])=[CH:19][N:18]=[CH:17][CH:16]=3)[C:11]3[CH2:24][C:25]([CH3:27])([CH3:28])[CH2:26][C:10]=3[N:9]=2)[CH:7]=1. (4) Given the reactants [N-:1]=[N+:2]=[N-:3].[Na+].Cl.C(N(CC)CC)C.[Cl:13][C:14]1[S:38][C:17]2[NH:18][C:19]([C:21]([NH:23][CH:24]3[CH2:33][C:32]4[C:27](=[CH:28][CH:29]=[CH:30][CH:31]=4)[N:26]([CH2:34][C:35]#[N:36])[C:25]3=[O:37])=[O:22])=[CH:20][C:16]=2[CH:15]=1, predict the reaction product. The product is: [Cl:13][C:14]1[S:38][C:17]2[NH:18][C:19]([C:21]([NH:23][CH:24]3[CH2:33][C:32]4[C:27](=[CH:28][CH:29]=[CH:30][CH:31]=4)[N:26]([CH2:34][C:35]4[NH:36][N:3]=[N:2][N:1]=4)[C:25]3=[O:37])=[O:22])=[CH:20][C:16]=2[CH:15]=1.